This data is from M1 muscarinic receptor agonist screen with 61,833 compounds. The task is: Binary Classification. Given a drug SMILES string, predict its activity (active/inactive) in a high-throughput screening assay against a specified biological target. (1) The compound is Brc1cc(C(OCCN(CC)CC)=O)ccc1. The result is 0 (inactive). (2) The drug is Clc1n(nc(c1C(OCc1oc(nn1)c1ccccc1)=O)C)Cc1ccccc1. The result is 0 (inactive). (3) The drug is O(C(=O)Cn1c2c(n(c(=O)n(c2=O)C)C)nc1)Cc1ccccc1. The result is 0 (inactive). (4) The molecule is O1C2(OCC1)CCN(CC2)C(=O)c1cc2ncn(C3CCCCCC3)c2cc1. The result is 0 (inactive). (5) The compound is S(Cc1cccnc1)c1oc(nn1)c1noc(c1)C. The result is 0 (inactive).